From a dataset of Catalyst prediction with 721,799 reactions and 888 catalyst types from USPTO. Predict which catalyst facilitates the given reaction. (1) Reactant: [N:1]1[N:12]2[C:4]([N:5]=[C:6]3[C:10](=[C:11]2[C:13]2[CH:14]=[CH:15][C:16]4[O:20][C:19]([CH2:21][CH2:22]OS(C)(=O)=O)=[CH:18][C:17]=4[CH:28]=2)[CH2:9][CH2:8][CH2:7]3)=[CH:3][CH:2]=1.[CH3:29][O:30][CH2:31][C@H:32]1[CH2:36][CH2:35][CH2:34][NH:33]1.C(=O)([O-])[O-].[K+].[K+]. Product: [CH3:29][O:30][CH2:31][C@H:32]1[CH2:36][CH2:35][CH2:34][N:33]1[CH2:22][CH2:21][C:19]1[O:20][C:16]2[CH:15]=[CH:14][C:13]([C:11]3[N:12]4[C:4](=[CH:3][CH:2]=[N:1]4)[N:5]=[C:6]4[C:10]=3[CH2:9][CH2:8][CH2:7]4)=[CH:28][C:17]=2[CH:18]=1. The catalyst class is: 10. (2) Reactant: [OH:1][C:2]1[C:14]2[CH2:13][O:12][C:11](=[O:15])[C:10]=2[C:9]([C:16]2[CH:21]=[CH:20][CH:19]=[CH:18][CH:17]=2)=[C:8]2[C:3]=1[CH:4]=[C:5]([O:24][CH3:25])[C:6]([O:22][CH3:23])=[CH:7]2.IC.[C:28](=O)([O-])[O-].[K+].[K+].[Cl-].[NH4+]. Product: [CH3:28][O:1][C:2]1[C:14]2[CH2:13][O:12][C:11](=[O:15])[C:10]=2[C:9]([C:16]2[CH:21]=[CH:20][CH:19]=[CH:18][CH:17]=2)=[C:8]2[C:3]=1[CH:4]=[C:5]([O:24][CH3:25])[C:6]([O:22][CH3:23])=[CH:7]2. The catalyst class is: 9. (3) Reactant: [Br:1][C:2]1[CH:3]=[C:4]2[C:8](=[CH:9][C:10]=1[CH3:11])[NH:7][N:6]=[CH:5]2.C(N(CC)CC)C.[C:19](O[C:19]([O:21][C:22]([CH3:25])([CH3:24])[CH3:23])=[O:20])([O:21][C:22]([CH3:25])([CH3:24])[CH3:23])=[O:20]. Product: [Br:1][C:2]1[CH:3]=[C:4]2[C:8](=[CH:9][C:10]=1[CH3:11])[N:7]([C:19]([O:21][C:22]([CH3:25])([CH3:24])[CH3:23])=[O:20])[N:6]=[CH:5]2. The catalyst class is: 599. (4) Reactant: [Cl:1][C:2]1[CH:7]=[CH:6][CH:5]=[C:4]([Cl:8])[C:3]=1[OH:9].Br[CH2:11][CH2:12][CH2:13][N:14]1[C:18](=[O:19])[C:17]2=[CH:20][CH:21]=[CH:22][CH:23]=[C:16]2[C:15]1=[O:24].C(=O)([O-])[O-].[K+].[K+].O. Product: [Cl:1][C:2]1[CH:7]=[CH:6][CH:5]=[C:4]([Cl:8])[C:3]=1[O:9][CH2:11][CH2:12][CH2:13][N:14]1[C:18](=[O:19])[C:17]2=[CH:20][CH:21]=[CH:22][CH:23]=[C:16]2[C:15]1=[O:24]. The catalyst class is: 9. (5) Reactant: CN(C(ON1N=NC2C=CC=CC1=2)=[N+](C)C)C.[B-](F)(F)(F)F.[N:23]([C:26]1[CH:34]=[CH:33][C:29]([C:30]([OH:32])=O)=[CH:28][CH:27]=1)=[N+:24]=[N-:25].CCN(C(C)C)C(C)C.[NH:44]1[CH2:49][CH2:48][O:47][CH2:46][CH2:45]1. Product: [N:23]([C:26]1[CH:27]=[CH:28][C:29]([C:30]([N:44]2[CH2:49][CH2:48][O:47][CH2:46][CH2:45]2)=[O:32])=[CH:33][CH:34]=1)=[N+:24]=[N-:25]. The catalyst class is: 31. (6) Reactant: Br[C:2]1[CH:3]=[C:4]([N:13]([C@H:17]2[CH2:22][CH2:21][C@H:20]([NH:23][C:24]([O:26][C:27]([CH3:30])([CH3:29])[CH3:28])=[O:25])[CH2:19][CH2:18]2)[CH2:14][CH2:15][CH3:16])[C:5]([CH3:12])=[C:6]([CH:11]=1)[C:7]([O:9][CH3:10])=[O:8].CC1(C)C(C)(C)OB([C:39]2[CH:51]=[CH:50][C:42]([CH2:43][N:44]3[CH2:49][CH2:48][O:47][CH2:46][CH2:45]3)=[CH:41][CH:40]=2)O1.C([O-])([O-])=O.[Na+].[Na+]. Product: [C:27]([O:26][C:24]([NH:23][C@H:20]1[CH2:19][CH2:18][C@H:17]([N:13]([CH2:14][CH2:15][CH3:16])[C:4]2[C:5]([CH3:12])=[C:6]([C:7]([O:9][CH3:10])=[O:8])[CH:11]=[C:2]([C:39]3[CH:40]=[CH:41][C:42]([CH2:43][N:44]4[CH2:49][CH2:48][O:47][CH2:46][CH2:45]4)=[CH:50][CH:51]=3)[CH:3]=2)[CH2:22][CH2:21]1)=[O:25])([CH3:30])([CH3:28])[CH3:29]. The catalyst class is: 70.